Dataset: Catalyst prediction with 721,799 reactions and 888 catalyst types from USPTO. Task: Predict which catalyst facilitates the given reaction. (1) Reactant: C([O:3][C:4]([C:6]1[C:11]([CH3:12])=[N:10][CH2:9][N:8]([NH:13][CH2:14][CH2:15][CH2:16][C:17]2[CH:25]=[CH:24][CH:23]=[C:22]3[C:18]=2[CH:19]=[N:20][NH:21]3)[C:7]=1[CH3:26])=[O:5])C.[OH-].[Li+].OS([O-])(=O)=O.[K+]. Product: [NH:21]1[C:22]2[C:18](=[C:17]([CH2:16][CH2:15][CH2:14][NH:13][N:8]3[C:7]([CH3:26])=[C:6]([C:4]([OH:5])=[O:3])[C:11]([CH3:12])=[N:10][CH2:9]3)[CH:25]=[CH:24][CH:23]=2)[CH:19]=[N:20]1. The catalyst class is: 38. (2) The catalyst class is: 157. Product: [F:1][C:2]1[CH:7]=[CH:6][C:5]([N:8]2[CH2:13][CH2:12][N:11]([S:14]([C:17]3[S:21][C:20]([CH:22]4[CH2:27][CH2:26][NH:25][CH2:24][CH2:23]4)=[CH:19][CH:18]=3)(=[O:16])=[O:15])[C@H:10]([CH3:35])[CH2:9]2)=[C:4]([C:36]([F:38])([F:37])[F:39])[CH:3]=1. Reactant: [F:1][C:2]1[CH:7]=[CH:6][C:5]([N:8]2[CH2:13][CH2:12][N:11]([S:14]([C:17]3[S:21][C:20]([CH:22]4[CH2:27][CH2:26][N:25](C(OC(C)(C)C)=O)[CH2:24][CH2:23]4)=[CH:19][CH:18]=3)(=[O:16])=[O:15])[C@H:10]([CH3:35])[CH2:9]2)=[C:4]([C:36]([F:39])([F:38])[F:37])[CH:3]=1. (3) Reactant: [OH:1][C:2]1[CH:7]=[CH:6][C:5]([C:8](=[O:16])[CH2:9][C:10](=[O:15])[CH2:11][CH2:12][CH2:13][CH3:14])=[CH:4][CH:3]=1.[N+:17]([C:20]1[CH:25]=[CH:24][C:23](ON)=[CH:22][CH:21]=1)([O-:19])=[O:18].O. Product: [CH2:11]([C:10]1[O:15][C:23]2[CH:24]=[CH:25][C:20]([N+:17]([O-:19])=[O:18])=[CH:21][C:22]=2[C:9]=1[C:8](=[O:16])[C:5]1[CH:4]=[CH:3][C:2]([OH:1])=[CH:7][CH:6]=1)[CH2:12][CH2:13][CH3:14]. The catalyst class is: 15. (4) Reactant: Cl.O1[C:6]2([CH2:11][CH2:10][CH:9]([N:12]3[CH2:17][CH2:16][O:15][CH2:14][CH2:13]3)[CH2:8][CH2:7]2)[O:5]CC1.Cl.C([O-])(O)=O.[Na+]. Product: [N:12]1([CH:9]2[CH2:8][CH2:7][C:6](=[O:5])[CH2:11][CH2:10]2)[CH2:13][CH2:14][O:15][CH2:16][CH2:17]1. The catalyst class is: 1. (5) Product: [Cl:13][CH2:14][C:15]1[NH:16][C:4](=[O:6])[C:3]2[C:2](=[CH:12][CH:11]=[CH:10][CH:9]=2)[N:1]=1. The catalyst class is: 12. Reactant: [NH2:1][C:2]1[CH:12]=[CH:11][CH:10]=[CH:9][C:3]=1[C:4]([O:6]CC)=O.[Cl:13][CH2:14][C:15]#[N:16].Cl.[OH-].[NH4+]. (6) Reactant: [C:1]([CH2:4][CH2:5][CH2:6][NH:7][C:8]([C:10]1[N:11]=[C:12]([CH:15]([OH:47])[CH2:16][CH:17]([N:21]([CH2:39][O:40][C:41](=[O:46])[CH2:42][CH:43]([CH3:45])[CH3:44])[C:22](=[O:38])[CH:23]([NH:28][C:29]([CH:31]2[CH2:36][CH2:35][CH2:34][CH2:33][N:32]2[CH3:37])=[O:30])[CH:24]([CH3:27])[CH2:25][CH3:26])[CH:18]([CH3:20])[CH3:19])[S:13][CH:14]=1)=[O:9])([OH:3])=[O:2].[C:48](OC(=O)C)(=[O:50])[CH3:49].O1CCOCC1.O. Product: [C:48]([O:47][CH:15]([C:12]1[S:13][CH:14]=[C:10]([C:8](=[O:9])[NH:7][CH2:6][CH2:5][CH2:4][C:1]([OH:3])=[O:2])[N:11]=1)[CH2:16][CH:17]([N:21]([CH2:39][O:40][C:41](=[O:46])[CH2:42][CH:43]([CH3:45])[CH3:44])[C:22](=[O:38])[CH:23]([NH:28][C:29]([CH:31]1[CH2:36][CH2:35][CH2:34][CH2:33][N:32]1[CH3:37])=[O:30])[CH:24]([CH3:27])[CH2:25][CH3:26])[CH:18]([CH3:20])[CH3:19])(=[O:50])[CH3:49]. The catalyst class is: 17.